From a dataset of Full USPTO retrosynthesis dataset with 1.9M reactions from patents (1976-2016). Predict the reactants needed to synthesize the given product. (1) Given the product [C:12]([O:11][C:9]([N:25]1[CH2:24][CH2:23][CH:22]([N:21]2[C:20]3[CH:28]=[CH:29][CH:30]=[CH:31][C:19]=3[NH:18][C:17]2=[O:16])[CH2:27][CH2:26]1)=[O:10])([CH3:13])([CH3:14])[CH3:15], predict the reactants needed to synthesize it. The reactants are: [C:9](O[C:9]([O:11][C:12]([CH3:15])([CH3:14])[CH3:13])=[O:10])([O:11][C:12]([CH3:15])([CH3:14])[CH3:13])=[O:10].[O:16]=[C:17]1[N:21]([CH:22]2[CH2:27][CH2:26][NH:25][CH2:24][CH2:23]2)[C:20]2[CH:28]=[CH:29][CH:30]=[CH:31][C:19]=2[NH:18]1.O. (2) Given the product [CH2:1]([P:3]([CH2:6][CH2:7][CH3:8])(=[O:4])[O:5][CH2:9][CH2:10][OH:11])[CH3:2], predict the reactants needed to synthesize it. The reactants are: [CH2:1]([P:3]([CH2:6][CH2:7][CH3:8])(=[O:5])[OH:4])[CH3:2].[CH2:9](O)[CH2:10][OH:11]. (3) Given the product [Br:1][C:2]1[CH:7]=[CH:6][C:5]([CH2:14][C:15]([OH:12])=[O:16])=[C:4]([CH3:11])[CH:3]=1.[Br:1][C:2]1[CH:7]=[CH:6][C:5]([CH2:8][OH:16])=[C:4]([CH3:11])[CH:3]=1, predict the reactants needed to synthesize it. The reactants are: [Br:1][C:2]1[CH:7]=[CH:6][C:5]([CH2:8]C#N)=[C:4]([CH3:11])[CH:3]=1.[OH-:12].[K+].[CH3:14][CH2:15][OH:16].